From a dataset of Reaction yield outcomes from USPTO patents with 853,638 reactions. Predict the reaction yield, written as a fraction of the theoretical maximum amount of product (1.0 means a 100% yield; for example, 0.34 means a 34% yield). (1) The reactants are [S:1]1[C:5]2[CH:6]=[CH:7][CH:8]=[CH:9][C:4]=2[N:3]=[C:2]1[C:10]1[C:11]([NH2:22])=[N:12][NH:13][C:14]=1[N:15]=[CH:16][C:17]1[NH:18][CH:19]=[CH:20][N:21]=1.[BH4-].[Na+]. No catalyst specified. The product is [S:1]1[C:5]2[CH:6]=[CH:7][CH:8]=[CH:9][C:4]=2[N:3]=[C:2]1[C:10]1[C:11]([NH2:22])=[N:12][NH:13][C:14]=1[NH:15][CH2:16][C:17]1[NH:21][CH:20]=[CH:19][N:18]=1. The yield is 0.840. (2) The reactants are [Cl:1][C:2]1[N:11]=[C:10](Cl)[C:9]2[CH2:8][CH2:7][CH2:6][CH:5]([C:13]3[CH:18]=[CH:17][C:16]([F:19])=[CH:15][CH:14]=3)[C:4]=2[N:3]=1.[CH3:20][NH:21][CH2:22][CH3:23]. The catalyst is CO. The product is [Cl:1][C:2]1[N:11]=[C:10]([N:21]([CH2:22][CH3:23])[CH3:20])[C:9]2[CH2:8][CH2:7][CH2:6][CH:5]([C:13]3[CH:18]=[CH:17][C:16]([F:19])=[CH:15][CH:14]=3)[C:4]=2[N:3]=1. The yield is 1.00. (3) The reactants are [F:1][C:2]1[CH:24]=[CH:23][C:5]([CH:6]=[C:7]2[CH2:16][CH2:15][C:14]3[CH:13]=[C:12]([C:17]([O:19][CH2:20][CH3:21])=[O:18])[CH:11]=[CH:10][C:9]=3[C:8]2=O)=[CH:4][CH:3]=1.Cl.[Cl:26][C:27]1[CH:34]=[C:33]([NH:35][NH2:36])[CH:32]=[CH:31][C:28]=1[C:29]#[N:30]. No catalyst specified. The product is [Cl:26][C:27]1[CH:34]=[C:33]([N:35]2[CH:6]([C:5]3[CH:23]=[CH:24][C:2]([F:1])=[CH:3][CH:4]=3)[CH:7]3[C:8]([C:9]4[CH:10]=[CH:11][C:12]([C:17]([O:19][CH2:20][CH3:21])=[O:18])=[CH:13][C:14]=4[CH2:15][CH2:16]3)=[N:36]2)[CH:32]=[CH:31][C:28]=1[C:29]#[N:30]. The yield is 0.830. (4) The reactants are [Br:1][C:2]1[CH:7]=[CH:6][C:5]([C:8]2[C:20](=[O:21])[N:19]([CH2:22][CH3:23])[C:11]3[N:12]=[C:13](S(C)=O)[N:14]=[CH:15][C:10]=3[CH:9]=2)=[C:4]([Cl:24])[CH:3]=1.[CH3:25][N:26]1[CH2:31][CH2:30][N:29]([C:32]2[CH:38]=[CH:37][C:35]([NH2:36])=[CH:34][CH:33]=2)[CH2:28][CH2:27]1. The catalyst is ClCCl. The product is [Br:1][C:2]1[CH:7]=[CH:6][C:5]([C:8]2[C:20](=[O:21])[N:19]([CH2:22][CH3:23])[C:11]3[N:12]=[C:13]([NH:36][C:35]4[CH:34]=[CH:33][C:32]([N:29]5[CH2:28][CH2:27][N:26]([CH3:25])[CH2:31][CH2:30]5)=[CH:38][CH:37]=4)[N:14]=[CH:15][C:10]=3[CH:9]=2)=[C:4]([Cl:24])[CH:3]=1. The yield is 0.410. (5) The reactants are [Br:1][C:2]1[CH:7]=[CH:6][C:5]([OH:8])=[CH:4][C:3]=1[F:9].[H-].[Na+].[CH3:12][C:13]1[C:18]([CH3:19])=[C:17]([N+]([O-])=O)[CH:16]=[CH:15][N+:14]=1[O-:23]. The catalyst is CN(C=O)C. The product is [Br:1][C:2]1[CH:7]=[CH:6][C:5]([O:8][C:17]2[CH:16]=[CH:15][N+:14]([O-:23])=[C:13]([CH3:12])[C:18]=2[CH3:19])=[CH:4][C:3]=1[F:9]. The yield is 0.190. (6) The reactants are Br[C:2]1[CH:18]=[C:17]([CH3:19])[C:5]2[N:6]=[C:7]([NH:10][C:11]3[CH:16]=[CH:15][CH:14]=[CH:13][CH:12]=3)[N:8]=[N:9][C:4]=2[CH:3]=1.[CH3:20][C:21]1[CH:26]=[C:25]([CH3:27])[CH:24]=[C:23]([CH3:28])[C:22]=1B(O)O.C(=O)([O-])[O-].[K+].[K+].C1(P(C2C=CC=CC=2)C2C=CC=CC=2)C=CC=CC=1. The catalyst is CN(C)C(=O)C.C(O)C.O.[Pd].[Pd].C(=CC(C=CC1C=CC=CC=1)=O)C1C=CC=CC=1.C(=CC(C=CC1C=CC=CC=1)=O)C1C=CC=CC=1.C(=CC(C=CC1C=CC=CC=1)=O)C1C=CC=CC=1. The product is [CH3:19][C:17]1[C:5]2[N:6]=[C:7]([NH:10][C:11]3[CH:16]=[CH:15][CH:14]=[CH:13][CH:12]=3)[N:8]=[N:9][C:4]=2[CH:3]=[C:2]([C:22]2[C:23]([CH3:28])=[CH:24][C:25]([CH3:27])=[CH:26][C:21]=2[CH3:20])[CH:18]=1. The yield is 0.268. (7) The reactants are [Br:1][C:2]1[CH:7]=[CH:6][C:5]([S:8]([N:11]2[CH2:15][CH2:14][CH2:13][CH:12]2[CH2:16][OH:17])(=[O:10])=[O:9])=[CH:4][CH:3]=1.N1C=CN=C1.[C:23]([Si:27](Cl)([CH3:29])[CH3:28])([CH3:26])([CH3:25])[CH3:24]. The catalyst is C(Cl)Cl. The product is [Br:1][C:2]1[CH:3]=[CH:4][C:5]([S:8]([N:11]2[CH2:15][CH2:14][CH2:13][CH:12]2[CH2:16][O:17][Si:27]([C:23]([CH3:26])([CH3:25])[CH3:24])([CH3:29])[CH3:28])(=[O:10])=[O:9])=[CH:6][CH:7]=1. The yield is 0.990. (8) The reactants are Cl[C:2]1[N:3]2[N:14]=[CH:13][C:12]([C:15]#[N:16])=[C:4]2[N:5]=[C:6]2[C:11]=1[CH2:10][CH2:9][CH2:8][CH2:7]2.CCN(CC)CC.CCCCCC.[CH2:30]([OH:33])[CH2:31][OH:32]. The catalyst is CCOC(C)=O. The yield is 0.0200. The product is [OH:32][CH2:31][CH2:30][O:33][C:2]1[N:3]2[N:14]=[CH:13][C:12]([C:15]#[N:16])=[C:4]2[N:5]=[C:6]2[C:11]=1[CH2:10][CH2:9][CH2:8][CH2:7]2. (9) The reactants are [N+:1]([C:4]1[CH:12]=[CH:11][CH:10]=[C:6]([C:7]([OH:9])=[O:8])[C:5]=1[C:13]([OH:15])=[O:14])([O-])=O.[H][H]. The catalyst is [Pd].C(O)C. The product is [NH2:1][C:4]1[CH:12]=[CH:11][CH:10]=[C:6]([C:7]([OH:9])=[O:8])[C:5]=1[C:13]([OH:15])=[O:14]. The yield is 0.840. (10) The reactants are [N:1]1[CH:6]=[CH:5][CH:4]=[CH:3][C:2]=1[C:7]1[O:11][C:10]([C:12]([O:14]C)=O)=[N:9][N:8]=1.Br[CH2:17][CH2:18][CH2:19][CH2:20][CH2:21][CH2:22][CH2:23][C:24]1[CH:29]=[CH:28][CH:27]=[CH:26][CH:25]=1. No catalyst specified. The product is [C:24]1([CH2:23][CH2:22][CH2:21][CH2:20][CH2:19][CH2:18][CH2:17][C:12]([C:10]2[O:11][C:7]([C:2]3[CH:3]=[CH:4][CH:5]=[CH:6][N:1]=3)=[N:8][N:9]=2)=[O:14])[CH:29]=[CH:28][CH:27]=[CH:26][CH:25]=1. The yield is 0.410.